From a dataset of Full USPTO retrosynthesis dataset with 1.9M reactions from patents (1976-2016). Predict the reactants needed to synthesize the given product. (1) The reactants are: [C:1]([NH:8][CH:9]1[CH2:14][CH2:13][NH:12][CH2:11][CH2:10]1)([O:3][C:4]([CH3:7])([CH3:6])[CH3:5])=[O:2].[CH3:15][C:16]1[N:17]=[N:18][N:19]([CH2:21][C:22]2[CH:27]=[C:26]([C:28]([F:31])([F:30])[F:29])[CH:25]=[CH:24][C:23]=2/[CH:32]=[CH:33]/[C:34](O)=[O:35])[N:20]=1.CCN(C(C)C)C(C)C.C(P1(=O)OP(CCC)(=O)OP(CCC)(=O)O1)CC.CCOC(C)=O. Given the product [CH3:15][C:16]1[N:17]=[N:18][N:19]([CH2:21][C:22]2[CH:27]=[C:26]([C:28]([F:30])([F:29])[F:31])[CH:25]=[CH:24][C:23]=2/[CH:32]=[CH:33]/[C:34]([N:12]2[CH2:13][CH2:14][CH:9]([NH:8][C:1](=[O:2])[O:3][C:4]([CH3:7])([CH3:6])[CH3:5])[CH2:10][CH2:11]2)=[O:35])[N:20]=1, predict the reactants needed to synthesize it. (2) Given the product [CH2:1]([O:3][C:4]([C:6]1[O:7][C:8]2[CH:15]=[C:14]([O:16][CH:17]3[CH2:22][CH2:21][N:20]([CH:24]4[CH2:27][CH2:26][CH2:25]4)[CH2:19][CH2:18]3)[C:13]([Cl:23])=[CH:12][C:9]=2[C:10]=1[CH3:11])=[O:5])[CH3:2], predict the reactants needed to synthesize it. The reactants are: [CH2:1]([O:3][C:4]([C:6]1[O:7][C:8]2[CH:15]=[C:14]([O:16][CH:17]3[CH2:22][CH2:21][NH:20][CH2:19][CH2:18]3)[C:13]([Cl:23])=[CH:12][C:9]=2[C:10]=1[CH3:11])=[O:5])[CH3:2].[C:24]1(=O)[CH2:27][CH2:26][CH2:25]1.C(O)(=O)C.C(O[BH-](OC(=O)C)OC(=O)C)(=O)C.[Na+]. (3) Given the product [N:1]([C@@H:4]1[CH2:10][CH2:9][C@@H:8]([C:11]2[N:12]([CH3:19])[N:13]=[CH:14][C:15]=2[N+:16]([O-:18])=[O:17])[O:7][CH2:6][C@@H:5]1[OH:20])=[N+:2]=[N-:3], predict the reactants needed to synthesize it. The reactants are: [N:1]([CH:4]1[CH2:10][CH2:9][CH:8]([C:11]2[N:12]([CH3:19])[N:13]=[CH:14][C:15]=2[N+:16]([O-:18])=[O:17])[O:7][CH2:6][CH:5]1[OH:20])=[N+:2]=[N-:3].N([C@@H]1CC[C@@H](C2N(C)N=CC=2[N+]([O-])=O)OCC1=O)=[N+]=[N-]. (4) The reactants are: [CH2:1]=[CH:2][C:3]1[CH:8]=[CH:7][CH:6]=[CH:5][CH:4]=1.[N+:9]([CH2:12][C:13]([O:15][CH2:16][CH3:17])=[O:14])([O-:11])=[O:10].C(O)(=O)C.C(O)(=O)C.IC1C=CC=CC=1. Given the product [N+:9]([C:12]1([C:13]([O:15][CH2:16][CH3:17])=[O:14])[CH2:1][CH:2]1[C:3]1[CH:8]=[CH:7][CH:6]=[CH:5][CH:4]=1)([O-:11])=[O:10], predict the reactants needed to synthesize it. (5) Given the product [CH3:1][C:2]1[C:10]2[C:5](=[CH:6][N:7]=[CH:8][CH:9]=2)[N:4]([NH2:33])[CH:3]=1, predict the reactants needed to synthesize it. The reactants are: [CH3:1][C:2]1[C:10]2[C:5](=[CH:6][N:7]=[CH:8][CH:9]=2)[NH:4][CH:3]=1.CC([O-])(C)C.[K+].O(C(OC(C)(C)C)=O)C(OC(C)(C)C)=O.C[N:33](C=O)C. (6) Given the product [N:21]([CH:2]([C:4]1[C:13]([O:14][CH3:15])=[C:12]([C:16]([O:18][CH3:19])=[O:17])[C:11]2[C:6](=[CH:7][CH:8]=[C:9]([F:20])[CH:10]=2)[N:5]=1)[CH3:3])=[N+:22]=[N-:23], predict the reactants needed to synthesize it. The reactants are: Br[CH:2]([C:4]1[C:13]([O:14][CH3:15])=[C:12]([C:16]([O:18][CH3:19])=[O:17])[C:11]2[C:6](=[CH:7][CH:8]=[C:9]([F:20])[CH:10]=2)[N:5]=1)[CH3:3].[N-:21]=[N+:22]=[N-:23].[Na+].O.